The task is: Predict which catalyst facilitates the given reaction.. This data is from Catalyst prediction with 721,799 reactions and 888 catalyst types from USPTO. (1) Reactant: Br[C:2]1[C:3]([C:32]([F:35])([F:34])[F:33])=[N:4][C:5]([N:8]2[CH2:13][CH2:12][N:11]3[C:14]4[CH:20]=[C:19]([S:21]([CH3:24])(=[O:23])=[O:22])[C:18]([C:25]([O:27][CH3:28])=[O:26])=[CH:17][C:15]=4[N:16]=[C:10]3[C@H:9]2[CH:29]([CH3:31])[CH3:30])=[N:6][CH:7]=1.[C:36]([O-])([O-])=O.[K+].[K+]. Product: [CH:29]([C@H:9]1[N:8]([C:5]2[N:4]=[C:3]([C:32]([F:35])([F:33])[F:34])[C:2]([CH3:36])=[CH:7][N:6]=2)[CH2:13][CH2:12][N:11]2[C:14]3[CH:20]=[C:19]([S:21]([CH3:24])(=[O:23])=[O:22])[C:18]([C:25]([O:27][CH3:28])=[O:26])=[CH:17][C:15]=3[N:16]=[C:10]12)([CH3:31])[CH3:30]. The catalyst class is: 203. (2) Reactant: [C:1]1([CH2:7][O:8][C:9]2[CH:10]=[C:11]([C@@H:15]3[N:19]([C:20]([O:22][C:23]([CH3:26])([CH3:25])[CH3:24])=[O:21])[C@H:18]([C:27]([O:29][CH3:30])=[O:28])[CH2:17][CH2:16]3)[CH:12]=[CH:13][CH:14]=2)[CH:6]=[CH:5][CH:4]=[CH:3][CH:2]=1.[Li+].C[Si]([N-][Si](C)(C)C)(C)C.Br[CH2:42][C:43]#[N:44]. Product: [C:43]([CH2:42][C@@:18]1([C:27]([O:29][CH3:30])=[O:28])[CH2:17][CH2:16][C@H:15]([C:11]2[CH:12]=[CH:13][CH:14]=[C:9]([O:8][CH2:7][C:1]3[CH:6]=[CH:5][CH:4]=[CH:3][CH:2]=3)[CH:10]=2)[N:19]1[C:20]([O:22][C:23]([CH3:26])([CH3:25])[CH3:24])=[O:21])#[N:44]. The catalyst class is: 1. (3) Reactant: Cl.N1C2=CC=CC3=CC=CC(=C23)N[B:3]1[C:15]1[CH:20]=[CH:19][C:18]([C:21]2[C:22]([NH2:27])=[N:23][CH:24]=[CH:25][CH:26]=2)=[CH:17][CH:16]=1.C([O-])(O)=[O:29].[Na+].[OH-:33].[Na+]. Product: [NH2:27][C:22]1[C:21]([C:18]2[CH:19]=[CH:20][C:15]([B:3]([OH:29])[OH:33])=[CH:16][CH:17]=2)=[CH:26][CH:25]=[CH:24][N:23]=1. The catalyst class is: 49. (4) Product: [C:32]([O:31][C:29](=[O:30])[N:20]([C:10]1[S:11][C@:12]2([CH2:15][OH:16])[C@H:14]([C@:8]([C:6]3[CH:7]=[C:2]([Br:1])[CH:3]=[CH:4][C:5]=3[F:38])([CH2:36][F:37])[N:9]=1)[CH2:13]2)[CH2:21][O:22][CH2:23][CH2:24][Si:25]([CH3:26])([CH3:27])[CH3:28])([CH3:35])([CH3:33])[CH3:34]. The catalyst class is: 1. Reactant: [Br:1][C:2]1[CH:3]=[CH:4][C:5]([F:38])=[C:6]([C@:8]2([CH2:36][F:37])[C@H:14]3[C@:12]([C:15](OCC)=[O:16])([CH2:13]3)[S:11][C:10]([N:20]([C:29]([O:31][C:32]([CH3:35])([CH3:34])[CH3:33])=[O:30])[CH2:21][O:22][CH2:23][CH2:24][Si:25]([CH3:28])([CH3:27])[CH3:26])=[N:9]2)[CH:7]=1.[BH4-].[Li+].CO. (5) The catalyst class is: 6. Reactant: O1CCCC1.[CH:6]([OH:9])([CH3:8])[CH3:7].[H-].[Na+].[Br:12][C:13]1[N:30]([CH2:31][O:32][CH2:33][CH2:34][Si:35]([CH3:38])([CH3:37])[CH3:36])[C:16]2[CH:17]=[N:18][N:19]([CH2:22][O:23][CH2:24][CH2:25][Si:26]([CH3:29])([CH3:28])[CH3:27])[C:20](=[O:21])[C:15]=2[C:14]=1[CH2:39]Br. Product: [Br:12][C:13]1[N:30]([CH2:31][O:32][CH2:33][CH2:34][Si:35]([CH3:38])([CH3:37])[CH3:36])[C:16]2[CH:17]=[N:18][N:19]([CH2:22][O:23][CH2:24][CH2:25][Si:26]([CH3:29])([CH3:28])[CH3:27])[C:20](=[O:21])[C:15]=2[C:14]=1[CH2:39][O:9][CH:6]([CH3:8])[CH3:7]. (6) Reactant: CN(C)C=O.[CH3:6][C@@:7]1([CH2:10][N:11]2[CH:15]=[C:14]([N+:16]([O-:18])=[O:17])[N:13]=[C:12]2[S:19][C:20]2[CH:25]=[CH:24][CH:23]=[CH:22][C:21]=2[N+:26]([O-:28])=[O:27])[CH2:9][O:8]1.[N:29]1([C:35]([O:37][CH2:38][CH:39]=[CH:40][C:41]2[CH:46]=[CH:45][C:44]([C:47]([F:50])([F:49])[F:48])=[CH:43][CH:42]=2)=[O:36])[CH2:34][CH2:33][NH:32][CH2:31][CH2:30]1.O. Product: [N+:16]([C:14]1[N:13]=[C:12]([S:19][C:20]2[CH:25]=[CH:24][CH:23]=[CH:22][C:21]=2[N+:26]([O-:28])=[O:27])[N:11]([CH2:10][C@:7]([OH:8])([CH3:6])[CH2:9][N:32]2[CH2:31][CH2:30][N:29]([C:35]([O:37][CH2:38][CH:39]=[CH:40][C:41]3[CH:46]=[CH:45][C:44]([C:47]([F:49])([F:50])[F:48])=[CH:43][CH:42]=3)=[O:36])[CH2:34][CH2:33]2)[CH:15]=1)([O-:18])=[O:17]. The catalyst class is: 13.